This data is from Cav3 T-type calcium channel HTS with 100,875 compounds. The task is: Binary Classification. Given a drug SMILES string, predict its activity (active/inactive) in a high-throughput screening assay against a specified biological target. (1) The molecule is S(=O)(=O)(N(CC)CC)c1ccc(cc1)C(=O)Nc1cc2OCCOc2cc1. The result is 0 (inactive). (2) The compound is o1c(c(C(=O)NCCC(c2ccccc2)c2ccccc2)cc1C)C. The result is 1 (active). (3) The result is 0 (inactive). The drug is Clc1ccc(Nc2scc(n2)c2cc(NC(=O)c3cc(cc([N+]([O-])=O)c3)C(F)(F)F)ccc2)cc1. (4) The molecule is Clc1c(OC)c(Cl)cc(c1)C(O)=O. The result is 0 (inactive). (5) The compound is O(C(=O)C1CN(C2CC(=O)N(C2=O)c2cc(ccc2)C)CCC1)CC. The result is 0 (inactive). (6) The compound is s1c2c(nc1C(/NN\C=C1\C=C(OC)C(=O)C=C1)=N/c1ccc(cc1)C)cccc2. The result is 0 (inactive). (7) The molecule is S1C=2N(C(=O)C(C3(CCCCC3)C2C#N)C#N)CC1. The result is 0 (inactive). (8) The result is 0 (inactive). The compound is O=c1n(c2c(c(=O)n1CC(=O)N(Cc1ccccc1)C)cccc2)CC.